Dataset: Full USPTO retrosynthesis dataset with 1.9M reactions from patents (1976-2016). Task: Predict the reactants needed to synthesize the given product. (1) Given the product [F:10][C:6]1[CH:7]=[CH:8][CH:9]=[C:2]([N:11]2[CH2:16][CH2:15][CH2:14][CH2:13][CH2:12]2)[C:3]=1[C:4]#[N:5], predict the reactants needed to synthesize it. The reactants are: F[C:2]1[CH:9]=[CH:8][CH:7]=[C:6]([F:10])[C:3]=1[C:4]#[N:5].[NH:11]1[CH2:16][CH2:15][CH2:14][CH2:13][CH2:12]1. (2) The reactants are: Br[C:2]1[CH:10]=[CH:9][C:5]2[O:6][CH2:7][O:8][C:4]=2[CH:3]=1.[C:11]([Li])([CH3:14])([CH3:13])C.[N:16]1([C:27]([O:29][C:30]([CH3:33])([CH3:32])[CH3:31])=[O:28])[CH2:21][CH2:20][CH:19]([C:22]([O:24]CC)=O)[CH2:18][CH2:17]1. Given the product [O:6]1[C:5]2[CH:9]=[CH:10][C:2]([C:22]([C:13]3[CH:11]=[CH:14][C:4]4[O:8][CH2:7][O:6][C:5]=4[CH:9]=3)([OH:24])[CH:19]3[CH2:18][CH2:17][N:16]([C:27]([O:29][C:30]([CH3:31])([CH3:32])[CH3:33])=[O:28])[CH2:21][CH2:20]3)=[CH:3][C:4]=2[O:8][CH2:7]1, predict the reactants needed to synthesize it.